Predict the product of the given reaction. From a dataset of Forward reaction prediction with 1.9M reactions from USPTO patents (1976-2016). Given the reactants [OH:1][C@H:2]1[CH2:6][N:5](C(OC(C)(C)C)=O)[C@H:4]([CH:14]([CH3:16])[CH3:15])[CH2:3]1.[F:17][C:18]([F:23])([F:22])[C:19]([OH:21])=[O:20], predict the reaction product. The product is: [CH3:15][CH:14]([C@H:4]1[NH:5][CH2:6][C@H:2]([OH:1])[CH2:3]1)[CH3:16].[C:19]([OH:21])([C:18]([F:23])([F:22])[F:17])=[O:20].